This data is from Forward reaction prediction with 1.9M reactions from USPTO patents (1976-2016). The task is: Predict the product of the given reaction. (1) Given the reactants [Cl:1][C:2]1[CH:3]=[CH:4][C:5]([NH:11][C:12](=O)[C:13]([CH3:15])=[CH2:14])=[C:6]([CH:10]=1)[C:7]([NH2:9])=[O:8].[OH-].N, predict the reaction product. The product is: [Cl:1][C:2]1[CH:10]=[C:6]2[C:5](=[CH:4][CH:3]=1)[N:11]=[C:12]([C:13]([CH3:15])=[CH2:14])[NH:9][C:7]2=[O:8]. (2) Given the reactants [Cl:1][C:2]1[CH:9]=[C:8](B2OC(C)(C)C(C)(C)O2)[CH:7]=[CH:6][C:3]=1[C:4]#[N:5].Br[C:20]1[CH:21]=[N:22][CH:23]=[CH:24][C:25]=1[CH:26]1[CH2:29][CH2:28][O:27]1.C(Cl)Cl.C([O-])([O-])=O.[Na+].[Na+], predict the reaction product. The product is: [Cl:1][C:2]1[CH:9]=[C:8]([C:20]2[CH:21]=[N:22][CH:23]=[CH:24][C:25]=2[CH:26]2[CH2:29][CH2:28][O:27]2)[CH:7]=[CH:6][C:3]=1[C:4]#[N:5]. (3) Given the reactants [Br:1][C:2]1[CH:3]=[N:4][C:5]([C:8]#[C:9][CH2:10][CH2:11][N:12]2[CH:16]=[CH:15][N:14]=[N:13]2)=[N:6][CH:7]=1, predict the reaction product. The product is: [Br:1][C:2]1[CH:3]=[N:4][C:5]([CH2:8][CH2:9][CH2:10][CH2:11][N:12]2[CH:16]=[CH:15][N:14]=[N:13]2)=[N:6][CH:7]=1.